This data is from NCI-60 drug combinations with 297,098 pairs across 59 cell lines. The task is: Regression. Given two drug SMILES strings and cell line genomic features, predict the synergy score measuring deviation from expected non-interaction effect. (1) Drug 2: C(CCl)NC(=O)N(CCCl)N=O. Drug 1: CN(C)N=NC1=C(NC=N1)C(=O)N. Synergy scores: CSS=-4.75, Synergy_ZIP=0.581, Synergy_Bliss=-3.73, Synergy_Loewe=-6.81, Synergy_HSA=-6.32. Cell line: NCI/ADR-RES. (2) Drug 1: C1=CC=C(C(=C1)C(C2=CC=C(C=C2)Cl)C(Cl)Cl)Cl. Drug 2: C#CCC(CC1=CN=C2C(=N1)C(=NC(=N2)N)N)C3=CC=C(C=C3)C(=O)NC(CCC(=O)O)C(=O)O. Cell line: NCI/ADR-RES. Synergy scores: CSS=-1.15, Synergy_ZIP=4.66, Synergy_Bliss=7.54, Synergy_Loewe=-4.44, Synergy_HSA=-0.118. (3) Drug 1: C1=CC(=CC=C1C#N)C(C2=CC=C(C=C2)C#N)N3C=NC=N3. Drug 2: CC1CCCC2(C(O2)CC(NC(=O)CC(C(C(=O)C(C1O)C)(C)C)O)C(=CC3=CSC(=N3)C)C)C. Cell line: SN12C. Synergy scores: CSS=38.8, Synergy_ZIP=1.06, Synergy_Bliss=-0.845, Synergy_Loewe=-17.0, Synergy_HSA=1.02. (4) Drug 1: CCC1=CC2CC(C3=C(CN(C2)C1)C4=CC=CC=C4N3)(C5=C(C=C6C(=C5)C78CCN9C7C(C=CC9)(C(C(C8N6C)(C(=O)OC)O)OC(=O)C)CC)OC)C(=O)OC.C(C(C(=O)O)O)(C(=O)O)O. Drug 2: CC1=C(C=C(C=C1)NC(=O)C2=CC=C(C=C2)CN3CCN(CC3)C)NC4=NC=CC(=N4)C5=CN=CC=C5. Cell line: DU-145. Synergy scores: CSS=50.4, Synergy_ZIP=4.00, Synergy_Bliss=5.53, Synergy_Loewe=-15.9, Synergy_HSA=2.14. (5) Drug 1: CC1=CC2C(CCC3(C2CCC3(C(=O)C)OC(=O)C)C)C4(C1=CC(=O)CC4)C. Drug 2: CN(C)C1=NC(=NC(=N1)N(C)C)N(C)C. Cell line: ACHN. Synergy scores: CSS=-2.36, Synergy_ZIP=2.72, Synergy_Bliss=3.44, Synergy_Loewe=-0.309, Synergy_HSA=-0.629.